Dataset: Catalyst prediction with 721,799 reactions and 888 catalyst types from USPTO. Task: Predict which catalyst facilitates the given reaction. (1) Reactant: Cl.[C:2]([O:6][C:7](=[O:15])[NH:8][CH:9]1[CH2:14][CH2:13][NH:12][CH2:11][CH2:10]1)([CH3:5])([CH3:4])[CH3:3].C(OC(OCC)OCC)C.[C:26]1(C=O)[CH2:33][CH2:32][CH2:31][CH2:30][CH2:29][CH2:28][CH:27]=1.C(O[BH-](OC(=O)C)OC(=O)C)(=O)C.[Na+]. Product: [C:7]([NH:8][CH:9]1[CH2:14][CH2:13][N:12]([C:26]2[CH2:33][CH2:32][CH2:31][CH2:30][CH2:29][CH2:28][CH:27]=2)[CH2:11][CH2:10]1)([O:6][C:2]([CH3:5])([CH3:3])[CH3:4])=[O:15]. The catalyst class is: 347. (2) Reactant: [C:1]([O:5][C:6](=[O:43])[N:7]([CH2:32][C:33]1[CH:42]=[CH:41][C:36]2[O:37][CH2:38][CH2:39][O:40][C:35]=2[CH:34]=1)[CH:8]1[CH2:13][CH2:12][N:11]([CH2:14][CH2:15][N:16]2[C:25]3[C:20](=[C:21]([C:28](O)=[O:29])[CH:22]=[C:23]([O:26][CH3:27])[CH:24]=3)[CH:19]=[CH:18][C:17]2=[O:31])[CH2:10][CH2:9]1)([CH3:4])([CH3:3])[CH3:2].[Cl-].COC1N=C(OC)N=C([N+]2(C)CCOCC2)N=1.Cl.[CH3:63][O:64][NH:65][CH3:66].CN1CCOCC1.Cl. Product: [C:1]([O:5][C:6](=[O:43])[N:7]([CH2:32][C:33]1[CH:42]=[CH:41][C:36]2[O:37][CH2:38][CH2:39][O:40][C:35]=2[CH:34]=1)[CH:8]1[CH2:13][CH2:12][N:11]([CH2:14][CH2:15][N:16]2[C:25]3[C:20](=[C:21]([C:28](=[O:29])[N:65]([O:64][CH3:63])[CH3:66])[CH:22]=[C:23]([O:26][CH3:27])[CH:24]=3)[CH:19]=[CH:18][C:17]2=[O:31])[CH2:10][CH2:9]1)([CH3:4])([CH3:3])[CH3:2]. The catalyst class is: 7. (3) The catalyst class is: 326. Product: [F:1][C:2]1[CH:9]=[CH:8][CH:7]=[CH:6][C:3]=1[CH2:4][N:13]1[CH2:14][CH2:15][N:10]([CH2:16][C:17]2[CH:18]=[N:19][CH:20]=[C:21]([CH:26]=2)[C:22]([O:24][CH3:25])=[O:23])[CH2:11][CH2:12]1. Reactant: [F:1][C:2]1[CH:9]=[CH:8][CH:7]=[CH:6][C:3]=1[CH:4]=O.[N:10]1([CH2:16][C:17]2[CH:18]=[N:19][CH:20]=[C:21]([CH:26]=2)[C:22]([O:24][CH3:25])=[O:23])[CH2:15][CH2:14][NH:13][CH2:12][CH2:11]1.C(O)(=O)C. (4) Reactant: [N:1]1[CH:2]=[C:3]([S:10][C:11]2[CH:16]=[CH:15][C:14]([NH:17]C(=O)C)=[CH:13][CH:12]=2)[N:4]2[CH:9]=[CH:8][CH:7]=[N:6][C:5]=12.Cl.C(=O)([O-])O.[Na+]. Product: [N:1]1[CH:2]=[C:3]([S:10][C:11]2[CH:16]=[CH:15][C:14]([NH2:17])=[CH:13][CH:12]=2)[N:4]2[CH:9]=[CH:8][CH:7]=[N:6][C:5]=12. The catalyst class is: 8. (5) The catalyst class is: 13. Product: [F:40][C:34]1[CH:35]=[CH:36][C:37]([F:39])=[CH:38][C:33]=1[CH:31]([C:28]1[C:27]([F:41])=[CH:26][C:25]([CH2:24][OH:23])=[CH:30][N:29]=1)[OH:32]. Reactant: O1CCCC1.[Si]([O:23][CH2:24][C:25]1[CH:26]=[C:27]([F:41])[C:28]([CH:31]([C:33]2[CH:38]=[C:37]([F:39])[CH:36]=[CH:35][C:34]=2[F:40])[OH:32])=[N:29][CH:30]=1)(C(C)(C)C)(C1C=CC=CC=1)C1C=CC=CC=1.[F-].C([N+](CCCC)(CCCC)CCCC)CCC.CCCCCC.